Dataset: Catalyst prediction with 721,799 reactions and 888 catalyst types from USPTO. Task: Predict which catalyst facilitates the given reaction. (1) Reactant: Cl[C:2]1[CH:7]=[C:6]([NH:8][C:9]2[C:18]([F:19])=[CH:17][CH:16]=[CH:15][C:10]=2[C:11]([NH:13][CH3:14])=[O:12])[C:5]([Cl:20])=[CH:4][N:3]=1.[NH2:21][C:22]1[N:26]([CH2:27][CH3:28])[N:25]=[C:24]([CH2:29][CH2:30][OH:31])[CH:23]=1.C(=O)([O-])[O-].[Cs+].[Cs+].CC1(C)C2C(=C(P(C3C=CC=CC=3)C3C=CC=CC=3)C=CC=2)OC2C(P(C3C=CC=CC=3)C3C=CC=CC=3)=CC=CC1=2. Product: [Cl:20][C:5]1[C:6]([NH:8][C:9]2[C:18]([F:19])=[CH:17][CH:16]=[CH:15][C:10]=2[C:11]([NH:13][CH3:14])=[O:12])=[CH:7][C:2]([NH:21][C:22]2[N:26]([CH2:27][CH3:28])[N:25]=[C:24]([CH2:29][CH2:30][OH:31])[CH:23]=2)=[N:3][CH:4]=1. The catalyst class is: 12. (2) Product: [Br:1][C:2]1[CH:7]=[CH:6][C:5]([Cl:8])=[CH:4][C:3]=1[CH2:9][CH2:10][S:14]([OH:17])(=[O:16])=[O:15]. Reactant: [Br:1][C:2]1[CH:7]=[CH:6][C:5]([Cl:8])=[CH:4][C:3]=1[CH2:9][CH2:10]Cl.[I-].[Na+].[S:14]([O-:17])([O-:16])=[O:15].[Na+].[Na+]. The catalyst class is: 6. (3) Reactant: [CH2:1]([O:8][C:9]([NH:11][C@H:12]([C:24]([OH:26])=O)[CH2:13][CH2:14][CH2:15][NH:16][C:17]([O:19][C:20]([CH3:23])([CH3:22])[CH3:21])=[O:18])=[O:10])[C:2]1[CH:7]=[CH:6][CH:5]=[CH:4][CH:3]=1.[C:27]([O:31][C:32](=[O:39])[NH:33][CH2:34][C@H:35]([NH2:38])[CH2:36][OH:37])([CH3:30])([CH3:29])[CH3:28].C(Cl)CCl.C1C=CC2N(O)N=NC=2C=1. Product: [CH2:1]([O:8][C:9](=[O:10])[NH:11][C@H:12]([C:24]([NH:38][C@H:35]([CH2:36][OH:37])[CH2:34][NH:33][C:32]([O:31][C:27]([CH3:28])([CH3:29])[CH3:30])=[O:39])=[O:26])[CH2:13][CH2:14][CH2:15][NH:16][C:17]([O:19][C:20]([CH3:21])([CH3:22])[CH3:23])=[O:18])[C:2]1[CH:3]=[CH:4][CH:5]=[CH:6][CH:7]=1. The catalyst class is: 9. (4) The catalyst class is: 59. Reactant: [CH3:1][N:2]1[C:10]2[C:5](=[CH:6][CH:7]=[CH:8][CH:9]=2)[CH:4]=[C:3]1[C:11]([OH:13])=O.C(Cl)(=O)C(Cl)=O.[CH3:20][C:21]1([CH3:35])[C:25]([CH3:27])([CH3:26])[O:24][B:23]([C:28]2[CH:33]=[CH:32][C:31]([NH2:34])=[CH:30][CH:29]=2)[O:22]1.C(N(CC)C(C)C)(C)C. Product: [CH3:1][N:2]1[C:10]2[C:5](=[CH:6][CH:7]=[CH:8][CH:9]=2)[CH:4]=[C:3]1[C:11]([NH:34][C:31]1[CH:30]=[CH:29][C:28]([B:23]2[O:24][C:25]([CH3:27])([CH3:26])[C:21]([CH3:35])([CH3:20])[O:22]2)=[CH:33][CH:32]=1)=[O:13].